This data is from Forward reaction prediction with 1.9M reactions from USPTO patents (1976-2016). The task is: Predict the product of the given reaction. Given the reactants [NH2:1][C:2]1[CH:9]=[C:8]([N+:10]([O-:12])=[O:11])[CH:7]=[CH:6][C:3]=1[C:4]#[N:5].[Br:13]Br.S([O-])([O-])(=O)=S.[Na+].[Na+], predict the reaction product. The product is: [NH2:1][C:2]1[CH:9]=[C:8]([N+:10]([O-:12])=[O:11])[C:7]([Br:13])=[CH:6][C:3]=1[C:4]#[N:5].